Dataset: Full USPTO retrosynthesis dataset with 1.9M reactions from patents (1976-2016). Task: Predict the reactants needed to synthesize the given product. (1) Given the product [S:17]([C:19]1[CH:24]=[CH:23][C:22]([NH:25][C:2]2[N:7]=[C:6]([NH:8][C:9]3[CH:14]=[CH:13][CH:12]=[CH:11][C:10]=3[C:15]#[N:16])[CH:5]=[CH:4][N:3]=2)=[CH:21][CH:20]=1)(=[O:18])(=[O:26])[NH2:27], predict the reactants needed to synthesize it. The reactants are: Cl[C:2]1[N:7]=[C:6]([NH:8][C:9]2[CH:14]=[CH:13][CH:12]=[CH:11][C:10]=2[C:15]#[N:16])[CH:5]=[CH:4][N:3]=1.[S:17]([NH2:27])(=[O:26])([C:19]1[CH:24]=[CH:23][C:22]([NH2:25])=[CH:21][CH:20]=1)=[O:18].CO.N. (2) Given the product [C:12]([O:11][C:10](=[O:16])[NH:9][CH2:8][C:7]1[CH:17]=[C:3]([CH2:1][OH:2])[CH:4]=[CH:5][C:6]=1[O:18][CH3:19])([CH3:15])([CH3:14])[CH3:13], predict the reactants needed to synthesize it. The reactants are: [CH:1]([C:3]1[CH:4]=[CH:5][C:6]([O:18][CH3:19])=[C:7]([CH:17]=1)[CH2:8][NH:9][C:10](=[O:16])[O:11][C:12]([CH3:15])([CH3:14])[CH3:13])=[O:2].[BH4-].[Na+].O. (3) Given the product [C:25]([C:10]1[CH:9]=[C:8]2[C:13]([CH2:14][CH:5]([CH2:1][CH:2]([CH3:4])[CH3:3])[N:6]([C:15](=[O:20])[C:16]([F:17])([F:18])[F:19])[CH2:7]2)=[CH:12][CH:11]=1)(=[O:27])[CH3:26], predict the reactants needed to synthesize it. The reactants are: [CH2:1]([CH:5]1[CH2:14][C:13]2[C:8](=[CH:9][CH:10]=[CH:11][CH:12]=2)[CH2:7][N:6]1[C:15](=[O:20])[C:16]([F:19])([F:18])[F:17])[CH:2]([CH3:4])[CH3:3].[Cl-].[Al+3].[Cl-].[Cl-].[C:25](Cl)(=[O:27])[CH3:26]. (4) Given the product [CH3:1][O:2][C:3]1[CH:4]=[C:5]([CH:6]=[C:7]([C:9]([F:10])([F:11])[F:12])[CH:8]=1)[NH2:13], predict the reactants needed to synthesize it. The reactants are: [CH3:1][O:2][C:3]1[CH:8]=[C:7]([C:9]([F:12])([F:11])[F:10])[CH:6]=[C:5]([N+:13]([O-])=O)[CH:4]=1. (5) The reactants are: [C:1]([CH2:3][NH:4][C:5]([CH:7]([NH:12][C:13]1[N:18]=[CH:17][C:16]([C:19]2[CH:24]=[CH:23][C:22]([N:25]3[CH2:30][CH2:29][N:28](C(OC(C)(C)C)=O)[CH2:27][CH2:26]3)=[CH:21][CH:20]=2)=[CH:15][N:14]=1)[CH2:8][CH:9]([CH3:11])[CH3:10])=[O:6])#[N:2].CS(O)(=O)=O.C([O-])(O)=O.[Na+]. Given the product [C:1]([CH2:3][NH:4][C:5](=[O:6])[CH:7]([NH:12][C:13]1[N:18]=[CH:17][C:16]([C:19]2[CH:24]=[CH:23][C:22]([N:25]3[CH2:26][CH2:27][NH:28][CH2:29][CH2:30]3)=[CH:21][CH:20]=2)=[CH:15][N:14]=1)[CH2:8][CH:9]([CH3:11])[CH3:10])#[N:2], predict the reactants needed to synthesize it.